Task: Predict the reaction yield, written as a fraction of the theoretical maximum amount of product (1.0 means a 100% yield; for example, 0.34 means a 34% yield).. Dataset: Reaction yield outcomes from USPTO patents with 853,638 reactions (1) The reactants are C([N-]C(C)C)(C)C.[Li+].[CH2:9]([N:11]1[C:19]2[C:14](=[CH:15][CH:16]=[C:17]([O:20][CH3:21])[CH:18]=2)[C:13]([C:22]#[N:23])=[CH:12]1)[CH3:10].[I:24]I. The catalyst is C1COCC1. The product is [CH2:9]([N:11]1[C:19]2[C:14](=[CH:15][CH:16]=[C:17]([O:20][CH3:21])[CH:18]=2)[C:13]([C:22]#[N:23])=[C:12]1[I:24])[CH3:10]. The yield is 0.620. (2) The catalyst is C1COCC1. The reactants are [F:1][C:2]1[CH:7]=[CH:6][CH:5]=[C:4]([F:8])[C:3]=1[N:9]1[C:14]2[N:15]=[C:16](S(C)=O)[N:17]=[C:18]([C:19]3[CH:20]=[C:21]([CH:28]=[CH:29][C:30]=3[CH3:31])[C:22]([NH:24][CH:25]([CH3:27])[CH3:26])=[O:23])[C:13]=2[CH2:12][NH:11][C:10]1=[O:35].Cl.Cl.[NH:38]1[CH:42]=[CH:41][N:40]=[C:39]1[CH2:43][NH2:44].C(N(CC)C(C)C)(C)C. The product is [F:1][C:2]1[CH:7]=[CH:6][CH:5]=[C:4]([F:8])[C:3]=1[N:9]1[C:14]2[N:15]=[C:16]([NH:44][CH2:43][C:39]3[NH:38][CH:42]=[CH:41][N:40]=3)[N:17]=[C:18]([C:19]3[CH:20]=[C:21]([CH:28]=[CH:29][C:30]=3[CH3:31])[C:22]([NH:24][CH:25]([CH3:27])[CH3:26])=[O:23])[C:13]=2[CH2:12][NH:11][C:10]1=[O:35]. The yield is 0.330. (3) The reactants are [O:1]=[C:2]1[C:7]([CH2:8][C:9]2[CH:14]=[CH:13][C:12]([C:15]3[C:16]([C:21]#[N:22])=[CH:17][CH:18]=[CH:19][CH:20]=3)=[CH:11][CH:10]=2)=[C:6]([CH2:23][CH2:24][CH3:25])[N:5]2[N:26]=[CH:27][N:28]=[C:4]2[NH:3]1.I[CH2:30][C:31]([CH3:34])([CH3:33])[CH3:32].C(=O)([O-])[O-].[Cs+].[Cs+].CN(C)C(=O)C. The catalyst is C(OCC)(=O)C. The product is [CH3:30][C:31]([CH3:34])([CH3:33])[CH2:32][N:3]1[C:2](=[O:1])[C:7]([CH2:8][C:9]2[CH:10]=[CH:11][C:12]([C:15]3[C:16]([C:21]#[N:22])=[CH:17][CH:18]=[CH:19][CH:20]=3)=[CH:13][CH:14]=2)=[C:6]([CH2:23][CH2:24][CH3:25])[N:5]2[N:26]=[CH:27][N:28]=[C:4]12. The yield is 0.670. (4) The reactants are [N+:1]([C:4]1[CH:9]=[CH:8][C:7]([CH2:10][CH2:11][CH2:12][C:13](OC)=[O:14])=[CH:6][CH:5]=1)([O-:3])=[O:2].CCCCCC. The catalyst is ClCCl.[H-].C([Al+]CC(C)C)C(C)C. The product is [N+:1]([C:4]1[CH:5]=[CH:6][C:7]([CH2:10][CH2:11][CH2:12][CH:13]=[O:14])=[CH:8][CH:9]=1)([O-:3])=[O:2]. The yield is 0.720. (5) The product is [C:1]([N:8]1[C@@H:13]([C:14](=[O:15])[CH2:26][CH2:25][CH:24]=[CH2:29])[CH2:12][CH2:11][CH2:10][C@@H:9]1[CH3:16])([O:3][C:4]([CH3:7])([CH3:6])[CH3:5])=[O:2]. The reactants are [C:1]([N:8]1[C@@H:13]([CH:14]=[O:15])[CH2:12][CH2:11][CH2:10][C@@H:9]1[CH3:16])([O:3][C:4]([CH3:7])([CH3:6])[CH3:5])=[O:2].C(C=P([C:24]1[CH:29]=CC=[CH:26][CH:25]=1)([C:24]1[CH:29]=CC=[CH:26][CH:25]=1)[C:24]1[CH:29]=CC=[CH:26][CH:25]=1)(OCC)=O. The yield is 0.800. The catalyst is C(Cl)Cl.